The task is: Regression. Given two drug SMILES strings and cell line genomic features, predict the synergy score measuring deviation from expected non-interaction effect.. This data is from NCI-60 drug combinations with 297,098 pairs across 59 cell lines. (1) Drug 1: CC1=CC2C(CCC3(C2CCC3(C(=O)C)OC(=O)C)C)C4(C1=CC(=O)CC4)C. Drug 2: C1=CC(=CC=C1CC(C(=O)O)N)N(CCCl)CCCl.Cl. Cell line: NCI-H522. Synergy scores: CSS=16.4, Synergy_ZIP=-2.23, Synergy_Bliss=5.02, Synergy_Loewe=-3.33, Synergy_HSA=4.79. (2) Drug 1: C1CCC(CC1)NC(=O)N(CCCl)N=O. Drug 2: C1CCC(C(C1)N)N.C(=O)(C(=O)[O-])[O-].[Pt+4]. Cell line: HOP-62. Synergy scores: CSS=4.02, Synergy_ZIP=-2.37, Synergy_Bliss=-1.90, Synergy_Loewe=-20.5, Synergy_HSA=-3.53. (3) Drug 1: COC1=NC(=NC2=C1N=CN2C3C(C(C(O3)CO)O)O)N. Drug 2: CC1CCCC2(C(O2)CC(NC(=O)CC(C(C(=O)C(C1O)C)(C)C)O)C(=CC3=CSC(=N3)C)C)C. Cell line: EKVX. Synergy scores: CSS=19.5, Synergy_ZIP=4.15, Synergy_Bliss=6.73, Synergy_Loewe=-14.8, Synergy_HSA=2.88.